Dataset: Catalyst prediction with 721,799 reactions and 888 catalyst types from USPTO. Task: Predict which catalyst facilitates the given reaction. (1) Reactant: [CH2:1]([C:3]1[N:4]([C:28]2[CH:33]=[CH:32][C:31]([OH:34])=[CH:30][CH:29]=2)[C:5](=[O:27])[C:6]([CH2:12][C:13]2[CH:18]=[CH:17][C:16]([C:19]3[C:20]([C:25]#[N:26])=[CH:21][CH:22]=[CH:23][CH:24]=3)=[CH:15][CH:14]=2)=[C:7]([CH2:9][CH2:10][CH3:11])[N:8]=1)[CH3:2].[CH:35]12[O:41][CH:40]1[CH2:39][CH2:38][CH2:37][CH2:36]2.C(=O)([O-])[O-].[Cs+].[Cs+]. Product: [CH2:1]([C:3]1[N:4]([C:28]2[CH:33]=[CH:32][C:31]([O:34][C@@H:39]3[CH2:38][CH2:37][CH2:36][CH2:35][C@H:40]3[OH:41])=[CH:30][CH:29]=2)[C:5](=[O:27])[C:6]([CH2:12][C:13]2[CH:18]=[CH:17][C:16]([C:19]3[C:20]([C:25]#[N:26])=[CH:21][CH:22]=[CH:23][CH:24]=3)=[CH:15][CH:14]=2)=[C:7]([CH2:9][CH2:10][CH3:11])[N:8]=1)[CH3:2]. The catalyst class is: 80. (2) Reactant: [Cl:1][C:2]1[C:3]([F:42])=[C:4]([C@@H:8]2[C@:12]([C:15]3[CH:20]=[CH:19][C:18]([Cl:21])=[CH:17][C:16]=3[F:22])([C:13]#[N:14])[C@H:11]([CH2:23][C:24]([CH3:27])([CH3:26])[CH3:25])[NH:10][C@H:9]2[C:28]([NH:30][C:31]2[CH:39]=[CH:38][C:34]([C:35]([OH:37])=[O:36])=[CH:33][C:32]=2[O:40][CH3:41])=[O:29])[CH:5]=[CH:6][CH:7]=1.[CH3:43][C:44]1([CH3:51])[O:48][CH:47]([CH2:49]O)[CH2:46][O:45]1.[H-].[Na+]. Product: [Cl:1][C:2]1[C:3]([F:42])=[C:4]([C@@H:8]2[C@:12]([C:15]3[CH:20]=[CH:19][C:18]([Cl:21])=[CH:17][C:16]=3[F:22])([C:13]#[N:14])[C@H:11]([CH2:23][C:24]([CH3:26])([CH3:27])[CH3:25])[NH:10][C@H:9]2[C:28]([NH:30][C:31]2[CH:39]=[CH:38][C:34]([C:35]([O:37][CH2:49][CH:47]3[CH2:46][O:45][C:44]([CH3:51])([CH3:43])[O:48]3)=[O:36])=[CH:33][C:32]=2[O:40][CH3:41])=[O:29])[CH:5]=[CH:6][CH:7]=1. The catalyst class is: 7. (3) Reactant: [NH:1]1[CH2:6][CH2:5][CH:4]([O:7][NH:8][C:9]([C:11]2[O:19][C:18]3[CH:17]=[CH:16][N:15]=[CH:14][C:13]=3[C:12]=2[NH:20][C:21]2[CH:26]=[CH:25][C:24]([I:27])=[CH:23][C:22]=2[F:28])=[O:10])[CH2:3][CH2:2]1.[C:29]1(C)C=CC(S(O)(=O)=O)=CC=1.[NH+]1C=CC=CC=1.C=O.C([BH3-])#N.[Na+]. Product: [CH3:29][N:1]1[CH2:6][CH2:5][CH:4]([O:7][NH:8][C:9]([C:11]2[O:19][C:18]3[CH:17]=[CH:16][N:15]=[CH:14][C:13]=3[C:12]=2[NH:20][C:21]2[CH:26]=[CH:25][C:24]([I:27])=[CH:23][C:22]=2[F:28])=[O:10])[CH2:3][CH2:2]1. The catalyst class is: 5. (4) Reactant: [CH3:1][O:2][C:3]1[CH:4]=[C:5]([CH:15]=[C:16]([O:18][CH2:19][C:20]2[NH:24][N:23]=[N:22][N:21]=2)[CH:17]=1)[C:6]([NH:8][CH:9]1[CH2:14][CH2:13][NH:12][CH2:11][CH2:10]1)=[O:7].[CH:25]([O:28][C:29]1[CH:30]=[C:31]([CH:34]=[C:35]([O:37][CH:38]([CH3:40])[CH3:39])[CH:36]=1)[CH:32]=O)([CH3:27])[CH3:26].C([BH3-])#N.[Na+].C(N(C(C)C)C(C)C)C. Product: [CH:38]([O:37][C:35]1[CH:34]=[C:31]([CH:30]=[C:29]([O:28][CH:25]([CH3:27])[CH3:26])[CH:36]=1)[CH2:32][N:12]1[CH2:11][CH2:10][CH:9]([NH:8][C:6](=[O:7])[C:5]2[CH:15]=[C:16]([O:18][CH2:19][C:20]3[NH:21][N:22]=[N:23][N:24]=3)[CH:17]=[C:3]([O:2][CH3:1])[CH:4]=2)[CH2:14][CH2:13]1)([CH3:39])[CH3:40]. The catalyst class is: 212. (5) Reactant: [Cl:1][C:2]1[CH:10]=[CH:9][C:8]([C:11]2[O:12][C:13]([CH:16]=[C:17]3[S:21][C:20](=[S:22])[NH:19][C:18]3=[O:23])=[CH:14][CH:15]=2)=[CH:7][C:3]=1[C:4]([OH:6])=O.CN(C(ON1N=NC2C=CC=CC1=2)=[N+](C)C)C.F[P-](F)(F)(F)(F)F.CCN(C(C)C)C(C)C.[CH2:57]([N:59]([CH2:63][CH3:64])[CH2:60][CH2:61][NH2:62])[CH3:58]. Product: [Cl:1][C:2]1[CH:10]=[CH:9][C:8]([C:11]2[O:12][C:13]([CH:16]=[C:17]3[S:21][C:20](=[S:22])[NH:19][C:18]3=[O:23])=[CH:14][CH:15]=2)=[CH:7][C:3]=1[C:4]([NH:62][CH2:61][CH2:60][N:59]([CH2:63][CH3:64])[CH2:57][CH3:58])=[O:6]. The catalyst class is: 3. (6) Reactant: [Cl:1][C:2]1[CH:7]=[CH:6][CH:5]=[C:4]([F:8])[C:3]=1[C:9]1[NH:13][C:12](=[O:14])[N:11]([C:15]2[CH:24]=[CH:23][C:18]([C:19]([O:21]C)=[O:20])=[CH:17][CH:16]=2)[N:10]=1.[OH-].[Na+]. Product: [Cl:1][C:2]1[CH:7]=[CH:6][CH:5]=[C:4]([F:8])[C:3]=1[C:9]1[NH:13][C:12](=[O:14])[N:11]([C:15]2[CH:24]=[CH:23][C:18]([C:19]([OH:21])=[O:20])=[CH:17][CH:16]=2)[N:10]=1. The catalyst class is: 20. (7) The catalyst class is: 24. Reactant: [C:1]([C:9]1[CH:14]=[C:13]([CH:15]=[CH2:16])[CH:12]=[CH:11][C:10]=1[NH:17]C(=O)C(F)(F)F)(=[O:8])[C:2]1[CH:7]=[CH:6][CH:5]=[CH:4][CH:3]=1.C(=O)([O-])[O-].[K+].[K+]. Product: [NH2:17][C:10]1[CH:11]=[CH:12][C:13]([CH:15]=[CH2:16])=[CH:14][C:9]=1[C:1]([C:2]1[CH:7]=[CH:6][CH:5]=[CH:4][CH:3]=1)=[O:8]. (8) Reactant: [O:1]1CCO[CH:2]1[CH2:6][N:7]1[C:16]2[C:11](=[CH:12][N:13]=[CH:14][CH:15]=2)[CH:10]=[CH:9][C:8]1=[O:17].FC(F)(F)C(O)=O. Product: [O:17]=[C:8]1[CH:9]=[CH:10][C:11]2[C:16](=[CH:15][CH:14]=[N:13][CH:12]=2)[N:7]1[CH2:6][CH:2]=[O:1]. The catalyst class is: 6. (9) Reactant: [NH2:1][C:2]1[CH:3]=[CH:4][C:5]([OH:8])=[N:6][CH:7]=1.CC([O-])(C)C.[K+].[Cl:15][C:16]1[CH:21]=[C:20](Cl)[N:19]=[CH:18][N:17]=1.CCOC(C)=O. Product: [Cl:15][C:16]1[N:17]=[CH:18][N:19]=[C:20]([O:8][C:5]2[N:6]=[CH:7][C:2]([NH2:1])=[CH:3][CH:4]=2)[CH:21]=1. The catalyst class is: 18.